Task: Regression. Given a peptide amino acid sequence and an MHC pseudo amino acid sequence, predict their binding affinity value. This is MHC class II binding data.. Dataset: Peptide-MHC class II binding affinity with 134,281 pairs from IEDB (1) The peptide sequence is RGLKLATALSLSNKF. The MHC is HLA-DQA10501-DQB10301 with pseudo-sequence HLA-DQA10501-DQB10301. The binding affinity (normalized) is 0.606. (2) The peptide sequence is AFKVFATAANAAPAN. The MHC is DRB1_0802 with pseudo-sequence DRB1_0802. The binding affinity (normalized) is 0.799. (3) The peptide sequence is LVGPTPVNIIGRNLLTQLGC. The MHC is HLA-DPA10201-DPB10101 with pseudo-sequence HLA-DPA10201-DPB10101. The binding affinity (normalized) is 0.247. (4) The peptide sequence is DLILFDWPTHMLQLA. The MHC is HLA-DQA10101-DQB10501 with pseudo-sequence HLA-DQA10101-DQB10501. The binding affinity (normalized) is 0.603. (5) The peptide sequence is QYIKANAKFIGITE. The MHC is HLA-DPA10201-DPB10101 with pseudo-sequence HLA-DPA10201-DPB10101. The binding affinity (normalized) is 0.181. (6) The peptide sequence is SKASSSLQLVFGIEL. The MHC is DRB1_1501 with pseudo-sequence DRB1_1501. The binding affinity (normalized) is 0.686. (7) The peptide sequence is MLNVSYLCHLITKET. The MHC is DRB1_0101 with pseudo-sequence DRB1_0101. The binding affinity (normalized) is 0.384. (8) The peptide sequence is MFFSTMKRPSREKQD. The MHC is DRB1_0401 with pseudo-sequence DRB1_0401. The binding affinity (normalized) is 0.358.